Dataset: Reaction yield outcomes from USPTO patents with 853,638 reactions. Task: Predict the reaction yield, written as a fraction of the theoretical maximum amount of product (1.0 means a 100% yield; for example, 0.34 means a 34% yield). (1) The reactants are [N:1]1[CH:6]=[CH:5][CH:4]=[CH:3][C:2]=1[C:7]1[C:11]([CH2:12][O:13][C:14]2[CH:22]=[CH:21][C:17]([C:18]([OH:20])=O)=[CH:16][N:15]=2)=[CH:10][O:9][N:8]=1.[CH2:23]([CH2:25][NH2:26])[OH:24]. No catalyst specified. The product is [OH:24][CH2:23][CH2:25][NH:26][C:18](=[O:20])[C:17]1[CH:21]=[CH:22][C:14]([O:13][CH2:12][C:11]2[C:7]([C:2]3[CH:3]=[CH:4][CH:5]=[CH:6][N:1]=3)=[N:8][O:9][CH:10]=2)=[N:15][CH:16]=1. The yield is 0.720. (2) The reactants are [Br:1][C:2]1[C:10]2[C:9](Cl)=[N:8][CH:7]=[N:6][C:5]=2[S:4][CH:3]=1.[CH:12]12[NH:19][CH:16]([CH2:17][CH2:18]1)[CH2:15][CH:14]([OH:20])[CH2:13]2.C(=O)([O-])[O-].[K+].[K+]. The catalyst is C(#N)C.C(OCC)(=O)C.ClCCl. The product is [Br:1][C:2]1[C:10]2[C:9]([N:19]3[CH:12]4[CH2:18][CH2:17][CH:16]3[CH2:15][CH:14]([OH:20])[CH2:13]4)=[N:8][CH:7]=[N:6][C:5]=2[S:4][CH:3]=1. The yield is 1.00. (3) The reactants are Cl.[NH2:2][C@:3]([CH3:26])([CH2:6][CH2:7][C:8]1[N:9]([CH3:25])[C:10]([C:13](=[O:24])[CH2:14][CH2:15][CH2:16][CH2:17][C:18]2[CH:23]=[CH:22][CH:21]=[CH:20][CH:19]=2)=[CH:11][CH:12]=1)[CH2:4][OH:5].[C:27](O[C:27]([O:29][C:30]([CH3:33])([CH3:32])[CH3:31])=[O:28])([O:29][C:30]([CH3:33])([CH3:32])[CH3:31])=[O:28].C(N(CC)CC)C. The catalyst is ClCCl. The product is [C:30]([O:29][C:27]([NH:2][C@:3]([CH3:26])([CH2:6][CH2:7][C:8]1[N:9]([CH3:25])[C:10]([C:13](=[O:24])[CH2:14][CH2:15][CH2:16][CH2:17][C:18]2[CH:23]=[CH:22][CH:21]=[CH:20][CH:19]=2)=[CH:11][CH:12]=1)[CH2:4][OH:5])=[O:28])([CH3:33])([CH3:32])[CH3:31]. The yield is 0.990. (4) The reactants are Br[C:2]1[C:3]2[C:4]3[CH:18]=[CH:17][S:16][C:5]=3[C:6](=[O:15])[NH:7][C:8]=2[C:9]([CH3:14])=[CH:10][C:11]=1[O:12][CH3:13].CC1(C)C(C)(C)OB([C:27]2[CH:32]=[CH:31][C:30]([C@@H:33]([CH2:43][CH3:44])[CH2:34][NH:35][C:36](=[O:42])[O:37][C:38]([CH3:41])([CH3:40])[CH3:39])=[CH:29][CH:28]=2)O1. The product is [CH3:13][O:12][C:11]1[CH:10]=[C:9]([CH3:14])[C:8]2[NH:7][C:6](=[O:15])[C:5]3[S:16][CH:17]=[CH:18][C:4]=3[C:3]=2[C:2]=1[C:27]1[CH:28]=[CH:29][C:30]([C@@H:33]([CH2:43][CH3:44])[CH2:34][NH:35][C:36](=[O:42])[O:37][C:38]([CH3:39])([CH3:40])[CH3:41])=[CH:31][CH:32]=1. No catalyst specified. The yield is 0.150. (5) The catalyst is ClCCl. The reactants are [Br:1][C:2]1[N:7]=[C:6]([NH2:8])[CH:5]=[CH:4][C:3]=1[O:9][CH3:10].CCN(CC)CC.[F:18][C:19]1([F:34])[O:23][C:22]2[CH:24]=[CH:25][C:26]([C:28]3([C:31](Cl)=[O:32])[CH2:30][CH2:29]3)=[CH:27][C:21]=2[O:20]1. The yield is 0.810. The product is [Br:1][C:2]1[N:7]=[C:6]([NH:8][C:31]([C:28]2([C:26]3[CH:25]=[CH:24][C:22]4[O:23][C:19]([F:34])([F:18])[O:20][C:21]=4[CH:27]=3)[CH2:30][CH2:29]2)=[O:32])[CH:5]=[CH:4][C:3]=1[O:9][CH3:10]. (6) The reactants are [NH2:1][C:2]1[C:3]([C:9]([O:11]C)=[O:10])=[N:4][C:5]([Br:8])=[CH:6][CH:7]=1.[Li+].[OH-].Cl. The catalyst is C1COCC1.CO. The product is [NH2:1][C:2]1[C:3]([C:9]([OH:11])=[O:10])=[N:4][C:5]([Br:8])=[CH:6][CH:7]=1. The yield is 0.970.